Dataset: Forward reaction prediction with 1.9M reactions from USPTO patents (1976-2016). Task: Predict the product of the given reaction. (1) The product is: [Cl:46][C:43]1[CH:42]=[C:38]([CH:37]=[C:36]([Cl:35])[C:44]=1[OH:45])[C:39]([NH:8][CH:9]([CH2:27][S:28]([CH3:31])(=[O:30])=[O:29])[C:10]([N:12]1[CH2:16][CH2:15][CH2:14][CH:13]1[C:17]([NH:19][CH:20]([CH:25]=[O:26])[CH2:21][C:22]([OH:24])=[O:23])=[O:18])=[O:11])=[O:41]. Given the reactants NC1C=CC(C([NH:8][CH:9]([CH2:27][S:28]([CH3:31])(=[O:30])=[O:29])[C:10]([N:12]2[CH2:16][CH2:15][CH2:14][CH:13]2[C:17]([NH:19][CH:20]([CH:25]=[O:26])[CH2:21][C:22]([OH:24])=[O:23])=[O:18])=[O:11])=O)=CC=1Cl.[Cl:35][C:36]1[CH:37]=[C:38]([CH:42]=[C:43]([Cl:46])[C:44]=1[OH:45])[C:39]([OH:41])=O, predict the reaction product. (2) Given the reactants Cl.OC(C)(C)[CH2:4][N:5]1[CH:9]=[CH:8][C:7]([NH:10][C:11](=[O:33])[C@@H:12]([N:17]2[CH2:21][C:20]([O:22][C:23]3[CH:28]=[CH:27][CH:26]=[CH:25][C:24]=3[O:29][CH2:30][CH3:31])=[CH:19][C:18]2=[O:32])[CH2:13][CH:14]([CH3:16])[CH3:15])=[N:6]1.CN1C=CC(N)=N1.F[P-](F)(F)(F)(F)F.N1(O[P+](N(C)C)(N(C)C)N(C)C)C2C=CC=CC=2N=N1.C(N(CC)C(C)C)(C)C, predict the reaction product. The product is: [CH3:4][N:5]1[CH:9]=[CH:8][C:7]([NH:10][C:11](=[O:33])[C@@H:12]([N:17]2[CH2:21][C:20]([O:22][C:23]3[CH:28]=[CH:27][CH:26]=[CH:25][C:24]=3[O:29][CH2:30][CH3:31])=[CH:19][C:18]2=[O:32])[CH2:13][CH:14]([CH3:15])[CH3:16])=[N:6]1. (3) The product is: [CH2:1]([O:3][C:4](=[O:12])[C:5]1[CH:10]=[CH:9][C:8]([N:11]=[C:18]([C:19]2[CH:20]=[CH:21][CH:22]=[CH:23][CH:24]=2)[CH2:17][C:16]([O:15][CH2:13][CH3:14])=[O:26])=[CH:7][CH:6]=1)[CH3:2]. Given the reactants [CH2:1]([O:3][C:4](=[O:12])[C:5]1[CH:10]=[CH:9][C:8]([NH2:11])=[CH:7][CH:6]=1)[CH3:2].[CH2:13]([O:15][C:16](=[O:26])[CH2:17][C:18](=O)[C:19]1[CH:24]=[CH:23][CH:22]=[CH:21][CH:20]=1)[CH3:14], predict the reaction product. (4) Given the reactants [Br-].C([P+]([C:21]1[CH:26]=[CH:25][CH:24]=[CH:23][CH:22]=1)([C:21]1[CH:26]=[CH:25][CH:24]=[CH:23][CH:22]=1)[C:21]1[CH:26]=[CH:25][CH:24]=[CH:23][CH:22]=1)CCCCC.C[Si]([N-][Si](C)(C)C)(C)C.[K+].O=[CH:38][CH2:39][CH2:40][CH2:41][CH2:42][CH2:43][CH2:44][C:45]([O:47][CH3:48])=[O:46].S(=O)(=O)(O)O, predict the reaction product. The product is: [C:45]([O:47][CH3:48])(=[O:46])[CH2:44][CH2:43][CH2:42][CH2:41][CH2:40][CH2:39]/[CH:38]=[CH:22]\[CH2:23][CH2:24][CH2:25][CH2:26][CH3:21]. (5) Given the reactants C(N(CC)C(=O)C1C(=CC=CC=1)O)C.[NH2:15][C:16]1[CH:21]=[CH:20][C:19]([CH3:22])=[CH:18][CH:17]=1.[O-]P([O-])([O-])=O.[K+].[K+].[K+].Br[C:32]1[CH:33]=[C:34]([CH3:39])[CH:35]=[C:36]([CH3:38])[CH:37]=1.[OH-].[NH4+].CCCCCCCCCCCC, predict the reaction product. The product is: [CH3:22][C:19]1[CH:20]=[CH:21][C:16]([NH:15][C:32]2[CH:37]=[C:36]([CH3:38])[CH:35]=[C:34]([CH3:39])[CH:33]=2)=[CH:17][CH:18]=1.